The task is: Predict the reactants needed to synthesize the given product.. This data is from Full USPTO retrosynthesis dataset with 1.9M reactions from patents (1976-2016). (1) Given the product [F:13][C:14]1[CH:19]=[CH:18][C:17]([F:20])=[CH:16][C:15]=1[CH:21]1[CH2:25][CH2:24][CH2:23][N:22]1[C:2]1[CH:7]=[CH:6][N:5]2[N:8]=[CH:9][C:10]([CH:11]=[O:12])=[C:4]2[N:3]=1, predict the reactants needed to synthesize it. The reactants are: Cl[C:2]1[CH:7]=[CH:6][N:5]2[N:8]=[CH:9][C:10]([CH:11]=[O:12])=[C:4]2[N:3]=1.[F:13][C:14]1[CH:19]=[CH:18][C:17]([F:20])=[CH:16][C:15]=1[C@H:21]1[CH2:25][CH2:24][CH2:23][NH:22]1.[F-].[K+].O. (2) Given the product [C:1]([S:14]([NH:17][CH2:34][CH2:27][CH2:28][CH2:29][S:30]([O:33][Li:19])(=[O:32])=[O:31])(=[O:16])=[O:15])([C:4]([C:7]([C:10]([F:13])([F:11])[F:12])([F:9])[F:8])([F:6])[F:5])([F:3])[F:2], predict the reactants needed to synthesize it. The reactants are: [C:1]([S:14]([NH2:17])(=[O:16])=[O:15])([C:4]([C:7]([C:10]([F:13])([F:12])[F:11])([F:9])[F:8])([F:6])[F:5])([F:3])[F:2].O[Li:19].O.CC(OC)(C)C.[CH2:27]1[CH2:34][O:33][S:30](=[O:32])(=[O:31])[CH2:29][CH2:28]1.